This data is from Full USPTO retrosynthesis dataset with 1.9M reactions from patents (1976-2016). The task is: Predict the reactants needed to synthesize the given product. (1) Given the product [CH3:23][C:2]1[CH:8]=[C:7]([C:9]([F:10])([F:11])[F:12])[CH:6]=[C:5]([CH3:3])[C:33]=1[NH2:31], predict the reactants needed to synthesize it. The reactants are: Br[C:2]1[CH:8]=[C:7]([C:9]([F:12])([F:11])[F:10])[CH:6]=[C:5](Br)[C:3]=1N.CB1OB(C)OB(C)O1.[C:23](=O)([O-])[O-].[K+].[K+].O.C[N:31]([CH:33]=O)C. (2) Given the product [Cl:1][C:2]1[C:7]([NH:8][CH3:9])=[CH:6][CH:5]=[C:4]([C:15]([F:16])([F:17])[F:18])[N:3]=1, predict the reactants needed to synthesize it. The reactants are: [Cl:1][C:2]1[C:7]([NH:8][C:9](=O)C(C)(C)C)=[CH:6][CH:5]=[C:4]([C:15]([F:18])([F:17])[F:16])[N:3]=1.C1COCC1.[H-].[Na+].CI. (3) Given the product [C:16]([O:20][C:21]([NH:23][C:24]1[CH:25]=[CH:26][C:27]([O:33][C:10](=[O:14])[CH2:11][CH2:12][CH3:13])=[C:28]([CH:32]=1)[C:29]([OH:31])=[O:30])=[O:22])([CH3:19])([CH3:17])[CH3:18], predict the reactants needed to synthesize it. The reactants are: C(N(C(C)C)CC)(C)C.[C:10](Cl)(=[O:14])[CH2:11][CH2:12][CH3:13].[C:16]([O:20][C:21]([NH:23][C:24]1[CH:25]=[CH:26][C:27]([OH:33])=[C:28]([CH:32]=1)[C:29]([OH:31])=[O:30])=[O:22])([CH3:19])([CH3:18])[CH3:17].Cl.Cl.CCOCC. (4) Given the product [F:25][CH:3]([F:2])[CH2:4][NH:5][C:6](=[O:24])[C:7]1[CH:8]=[CH:9][C:10]([C:13]2[CH:14]=[CH:15][C:16]3[O:22][CH2:21][CH2:20][N:19]([C:49]([N:43]4[CH2:44][CH2:45][C:46](=[O:48])[CH2:47][CH:42]4[C:38]4[CH:39]=[CH:40][CH:41]=[C:36]([F:35])[CH:37]=4)=[O:50])[CH2:18][C:17]=3[CH:23]=2)=[CH:11][CH:12]=1, predict the reactants needed to synthesize it. The reactants are: Cl.[F:2][CH:3]([F:25])[CH2:4][NH:5][C:6](=[O:24])[C:7]1[CH:12]=[CH:11][C:10]([C:13]2[CH:14]=[CH:15][C:16]3[O:22][CH2:21][CH2:20][NH:19][CH2:18][C:17]=3[CH:23]=2)=[CH:9][CH:8]=1.CCN(C(C)C)C(C)C.[F:35][C:36]1[CH:37]=[C:38]([CH:42]2[CH2:47][C:46](=[O:48])[CH2:45][CH2:44][N:43]2[C:49](Cl)=[O:50])[CH:39]=[CH:40][CH:41]=1. (5) Given the product [Si:14]([O:1][CH2:2][CH:3]1[NH:7][C:6](=[O:8])[CH2:5][CH2:4]1)([C:27]([CH3:30])([CH3:29])[CH3:28])([C:21]1[CH:22]=[CH:23][CH:24]=[CH:25][CH:26]=1)[C:15]1[CH:20]=[CH:19][CH:18]=[CH:17][CH:16]=1, predict the reactants needed to synthesize it. The reactants are: [OH:1][CH2:2][CH:3]1[NH:7][C:6](=[O:8])[CH2:5][CH2:4]1.N1C=CN=C1.[Si:14](Cl)([C:27]([CH3:30])([CH3:29])[CH3:28])([C:21]1[CH:26]=[CH:25][CH:24]=[CH:23][CH:22]=1)[C:15]1[CH:20]=[CH:19][CH:18]=[CH:17][CH:16]=1. (6) Given the product [CH3:9][O:10][C:2]1[S:6][C:5]([NH2:7])=[N:4][C:3]=1[CH3:8], predict the reactants needed to synthesize it. The reactants are: Br[C:2]1[S:6][C:5]([NH2:7])=[N:4][C:3]=1[CH3:8].[CH3:9][O-:10].[Na+].ClCCl.O.